Dataset: Forward reaction prediction with 1.9M reactions from USPTO patents (1976-2016). Task: Predict the product of the given reaction. (1) Given the reactants C([O:3][C:4]([C:6]1[NH:7][C:8]2[C:13]([CH:14]=1)=[CH:12][CH:11]=[CH:10][CH:9]=2)=[O:5])C.Br[CH2:16][C:17]1[C:21]2[CH:22]=[CH:23][CH:24]=[CH:25][C:20]=2[O:19][CH:18]=1, predict the reaction product. The product is: [O:19]1[C:20]2[CH:25]=[CH:24][CH:23]=[CH:22][C:21]=2[C:17]([CH2:16][N:7]2[C:8]3[C:13](=[CH:12][CH:11]=[CH:10][CH:9]=3)[CH:14]=[C:6]2[C:4]([OH:3])=[O:5])=[CH:18]1. (2) The product is: [CH3:18][O:19][C:20](=[O:50])[C:21]1[CH:26]=[CH:25][CH:24]=[CH:23][C:22]=1[CH2:27][CH2:28][C@@H:29]([C:31]1[CH:36]=[CH:35][CH:34]=[C:33]([CH:37]=[CH:38][C:39]2[CH:48]=[CH:47][C:46]3[C:41](=[CH:42][C:43]([Cl:49])=[CH:44][CH:45]=3)[N:40]=2)[CH:32]=1)[OH:30]. Given the reactants Cl.N(CCO)(CCO)CCO.[O-]S([O-])(=O)=O.[Mg+2].[CH3:18][O:19][C:20](=[O:50])[C:21]1[CH:26]=[CH:25][CH:24]=[CH:23][C:22]=1[CH2:27][CH2:28][C:29]([C:31]1[CH:36]=[CH:35][CH:34]=[C:33]([CH:37]=[CH:38][C:39]2[CH:48]=[CH:47][C:46]3[C:41](=[CH:42][C:43]([Cl:49])=[CH:44][CH:45]=3)[N:40]=2)[CH:32]=1)=[O:30].CC(O)C, predict the reaction product. (3) Given the reactants [Br:1][C:2]1[C:7]([O:8][CH3:9])=[CH:6][CH:5]=[CH:4][C:3]=1[NH:10][C:11](=O)[C:12]([F:15])([F:14])[F:13].COC1C=CC(P2(SP(C3C=CC(OC)=CC=3)(=S)S2)=[S:26])=CC=1, predict the reaction product. The product is: [Br:1][C:2]1[C:7]([O:8][CH3:9])=[CH:6][CH:5]=[CH:4][C:3]=1[NH:10][C:11](=[S:26])[C:12]([F:15])([F:14])[F:13]. (4) Given the reactants [Cl:1][C:2]1[C:7]([C:8]([O:10]C(C)(C)C)=[O:9])=[CH:6][CH:5]=[C:4]([N:15]2[CH:19]=[CH:18][C:17]([O:20][CH2:21][C:22]([CH3:25])([CH3:24])[CH3:23])=[N:16]2)[N:3]=1.C(O)(C(F)(F)F)=O, predict the reaction product. The product is: [Cl:1][C:2]1[C:7]([C:8]([OH:10])=[O:9])=[CH:6][CH:5]=[C:4]([N:15]2[CH:19]=[CH:18][C:17]([O:20][CH2:21][C:22]([CH3:25])([CH3:24])[CH3:23])=[N:16]2)[N:3]=1. (5) The product is: [ClH:38].[F:1][C:2]1[CH:10]=[C:9]2[C:5]([C:6]([C:12]3[N:13]=[C:14]4[C:20]([C:21]([NH:23][C:24]5([CH3:37])[CH2:25][CH2:26][NH:27][CH2:28][CH2:29]5)=[O:22])=[CH:19][NH:18][C:15]4=[N:16][CH:17]=3)=[N:7][N:8]2[CH3:11])=[CH:4][CH:3]=1. Given the reactants [F:1][C:2]1[CH:10]=[C:9]2[C:5]([C:6]([C:12]3[N:13]=[C:14]4[C:20]([C:21]([NH:23][C:24]5([CH3:37])[CH2:29][CH2:28][N:27](C(OC(C)(C)C)=O)[CH2:26][CH2:25]5)=[O:22])=[CH:19][NH:18][C:15]4=[N:16][CH:17]=3)=[N:7][N:8]2[CH3:11])=[CH:4][CH:3]=1.[ClH:38], predict the reaction product. (6) The product is: [CH3:1][Cl:2].[Cl:5][C:4]([Cl:7])=[C:10]([Cl:11])[CH2:9][Cl:8]. Given the reactants [CH2:1](Cl)[Cl:2].[CH:4]([Cl:7])(Cl)[Cl:5].[Cl:8][C:9](Cl)=[C:10](Cl)[Cl:11], predict the reaction product. (7) The product is: [CH2:23]([N:4]([CH2:1][CH2:2][CH3:3])[CH:5]1[CH2:14][C:13]2[C:8](=[CH:9][C:10]([O:15][S:16]([C:19]([F:22])([F:21])[F:20])(=[O:18])=[O:17])=[CH:11][CH:12]=2)[O:7][CH2:6]1)[C:24]1[CH:29]=[CH:28][CH:27]=[CH:26][CH:25]=1. Given the reactants [CH2:1]([NH:4][CH:5]1[CH2:14][C:13]2[C:8](=[CH:9][C:10]([O:15][S:16]([C:19]([F:22])([F:21])[F:20])(=[O:18])=[O:17])=[CH:11][CH:12]=2)[O:7][CH2:6]1)[CH2:2][CH3:3].[CH:23](=O)[C:24]1[CH:29]=[CH:28][CH:27]=[CH:26][CH:25]=1.C(O)(=O)C.C(O[BH-](OC(=O)C)OC(=O)C)(=O)C.[Na+].[OH-].[Na+], predict the reaction product.